From a dataset of Reaction yield outcomes from USPTO patents with 853,638 reactions. Predict the reaction yield, written as a fraction of the theoretical maximum amount of product (1.0 means a 100% yield; for example, 0.34 means a 34% yield). (1) The reactants are C([O:3][C:4]([C:6]1[C:7]2[CH:8]=[CH:9][C:10]([O:30][CH3:31])=[C:11]([O:28][CH3:29])[C:12]=2[C:13](=[O:27])[N:14]2[CH2:23][CH2:22][C:21]3[C:16](=[CH:17][C:18]4[O:26][CH2:25][O:24][C:19]=4[CH:20]=3)[C:15]=12)=[O:5])C. The catalyst is [OH-].[Na+]. The product is [CH3:29][O:28][C:11]1[C:12]2[C:13](=[O:27])[N:14]3[CH2:23][CH2:22][C:21]4[C:16]([C:15]3=[C:6]([C:4]([OH:5])=[O:3])[C:7]=2[CH:8]=[CH:9][C:10]=1[O:30][CH3:31])=[CH:17][C:18]1[O:26][CH2:25][O:24][C:19]=1[CH:20]=4. The yield is 0.610. (2) The reactants are [F:1][C:2]1[C:44]([F:45])=[C:43](I)[CH:42]=[CH:41][C:3]=1[CH2:4][N:5]1[C:14](=[O:15])[C:13]([C:16]([NH:18][C:19]2[CH:24]=[CH:23][C:22]([C:25]([F:28])([F:27])[F:26])=[CH:21][C:20]=2[C:29]2[CH:34]=[C:33]([C:35]([F:38])([F:37])[F:36])[N:32]=[CH:31][N:30]=2)=[O:17])=[C:12]([OH:39])[C:7]2([CH2:11][CH2:10][CH2:9][CH2:8]2)[N:6]1[CH3:40].CC1C=CC=C(C)C=1NC(=O)C([O-])=O.P([O-])([O-])([O-])=O.[K+].[K+].[K+].[CH3:69][O:70][CH2:71][CH2:72][N:73]([CH3:77])[CH2:74][CH2:75][NH2:76].N. The catalyst is [Cu]I.CS(C)=O. The product is [F:1][C:2]1[C:44]([F:45])=[C:43]([NH:76][CH2:75][CH2:74][N:73]([CH2:72][CH2:71][O:70][CH3:69])[CH3:77])[CH:42]=[CH:41][C:3]=1[CH2:4][N:5]1[C:14](=[O:15])[C:13]([C:16]([NH:18][C:19]2[CH:24]=[CH:23][C:22]([C:25]([F:28])([F:27])[F:26])=[CH:21][C:20]=2[C:29]2[CH:34]=[C:33]([C:35]([F:38])([F:37])[F:36])[N:32]=[CH:31][N:30]=2)=[O:17])=[C:12]([OH:39])[C:7]2([CH2:11][CH2:10][CH2:9][CH2:8]2)[N:6]1[CH3:40]. The yield is 0.950. (3) The reactants are O.[NH2:2][C:3]1[N:8]=[C:7]([OH:9])[CH:6]=[C:5]([Cl:10])[N:4]=1.[N+:11]([O-])([OH:13])=[O:12]. The catalyst is S(=O)(=O)(O)O. The product is [NH2:2][C:3]1[NH:8][C:7](=[O:9])[C:6]([N+:11]([O-:13])=[O:12])=[C:5]([Cl:10])[N:4]=1. The yield is 0.990. (4) The reactants are [C:1]([BH3-])#[N:2].[Na+].N1[C:13]2[C:8](=[CH:9][C:10]([C:14]3[N:18]([C:19]4[CH:24]=[CH:23][C:22]([S:25]([NH2:28])(=[O:27])=[O:26])=[CH:21][CH:20]=4)[N:17]=[C:16]([C:29]([F:32])([F:31])[F:30])[CH:15]=3)=[CH:11][CH:12]=2)[CH2:7][CH2:6]1.Cl.[CH2:34]=O. The catalyst is CO. The product is [CH3:34][NH:28][S:25]([C:22]1[CH:23]=[CH:24][C:19]([N:18]2[C:14]([C:10]3[CH:9]=[C:8]4[C:13](=[CH:12][CH:11]=3)[N:2]([CH3:1])[CH2:6][CH2:7]4)=[CH:15][C:16]([C:29]([F:30])([F:32])[F:31])=[N:17]2)=[CH:20][CH:21]=1)(=[O:27])=[O:26]. The yield is 0.900. (5) The reactants are [F:1][C:2]1[CH:3]=[CH:4][C:5]([CH3:30])=[C:6]([C:8]2[CH:17]=[C:16]3[C:11]([CH:12]=[C:13]([NH:18][C:19]4[CH:20]=[C:21]([CH:26]=[C:27]([CH3:29])[N:28]=4)[C:22](OC)=[O:23])[N:14]=[CH:15]3)=[CH:10][CH:9]=2)[CH:7]=1.[AlH4-].[Li+]. The catalyst is O1CCCC1. The product is [F:1][C:2]1[CH:3]=[CH:4][C:5]([CH3:30])=[C:6]([C:8]2[CH:17]=[C:16]3[C:11]([CH:12]=[C:13]([NH:18][C:19]4[CH:20]=[C:21]([CH2:22][OH:23])[CH:26]=[C:27]([CH3:29])[N:28]=4)[N:14]=[CH:15]3)=[CH:10][CH:9]=2)[CH:7]=1. The yield is 0.410. (6) The reactants are Cl.[Cl:2][C:3]1[CH:4]=[CH:5][C:6]([O:11][CH3:12])=[C:7]([NH:9]N)[CH:8]=1.Cl.[CH3:14][CH:15]([CH:21]=O)[C:16]([O:18][CH2:19][CH3:20])=[O:17].Cl.[BH4-].[Na+]. The catalyst is ClCCl. The product is [Cl:2][C:3]1[CH:4]=[CH:5][C:6]([O:11][CH3:12])=[C:7]2[C:8]=1[C:15]([CH3:21])([C:16]([O:18][CH2:19][CH3:20])=[O:17])[CH2:14][NH:9]2. The yield is 0.180. (7) The reactants are [CH:1]([C:5]1[CH:10]=[CH:9][CH:8]=[CH:7][C:6]=1[NH:11][C:12]([NH2:14])=[S:13])([CH2:3][CH3:4])[CH3:2].Br[CH2:16][C:17](OC)=[O:18].[F:21][C:22]([F:55])([F:54])[O:23][C:24]1[CH:29]=[CH:28][C:27]([N:30]2[CH:34]=[N:33][C:32]([C:35]3[CH:40]=[CH:39][C:38]([NH:41][C:42](=[O:53])OC4C=CC([N+]([O-])=O)=CC=4)=[CH:37][CH:36]=3)=[N:31]2)=[CH:26][CH:25]=1.CCN(C(C)C)C(C)C. The catalyst is CC(C)=O.C(OCC)C. The product is [CH:1]([C:5]1[CH:10]=[CH:9][CH:8]=[CH:7][C:6]=1[N:11]1[C:17](=[O:18])[CH2:16][S:13]/[C:12]/1=[N:14]\[C:42]([NH:41][C:38]1[CH:37]=[CH:36][C:35]([C:32]2[N:33]=[CH:34][N:30]([C:27]3[CH:28]=[CH:29][C:24]([O:23][C:22]([F:55])([F:21])[F:54])=[CH:25][CH:26]=3)[N:31]=2)=[CH:40][CH:39]=1)=[O:53])([CH2:3][CH3:4])[CH3:2]. The yield is 0.180.